This data is from Forward reaction prediction with 1.9M reactions from USPTO patents (1976-2016). The task is: Predict the product of the given reaction. (1) Given the reactants [S:1]([N:11]1[CH2:16][CH2:15][N:14]2[CH:17]=[CH:18][CH:19]=[C:13]2[CH:12]1[CH2:20][C:21]([OH:23])=O)([C:4]1[CH:10]=[CH:9][C:7]([CH3:8])=[CH:6][CH:5]=1)(=[O:3])=[O:2].CCN(C(C)C)C(C)C.CN(C(ON1N=NC2C=CC=NC1=2)=[N+](C)C)C.F[P-](F)(F)(F)(F)F.[NH2:57][C@@H:58]([C:60]1[CH:71]=[CH:70][C:63]([CH2:64][NH:65][C:66]([CH3:69])([CH3:68])[CH3:67])=[CH:62][CH:61]=1)[CH3:59], predict the reaction product. The product is: [C:66]([NH:65][CH2:64][C:63]1[CH:62]=[CH:61][C:60]([C@H:58]([NH:57][C:21](=[O:23])[CH2:20][CH:12]2[N:11]([S:1]([C:4]3[CH:10]=[CH:9][C:7]([CH3:8])=[CH:6][CH:5]=3)(=[O:3])=[O:2])[CH2:16][CH2:15][N:14]3[CH:17]=[CH:18][CH:19]=[C:13]23)[CH3:59])=[CH:71][CH:70]=1)([CH3:69])([CH3:67])[CH3:68]. (2) Given the reactants [CH3:1][N:2]1[C:6]([C:7](=[O:23])[NH:8][CH2:9][CH2:10][C:11]2[N:12]([CH3:22])[CH:13]=[C:14]([C:16]3[CH:21]=[CH:20][CH:19]=[CH:18][CH:17]=3)[N:15]=2)=[C:5]([C:24]([OH:26])=O)[N:4]=[N:3]1.[NH:27]1[CH2:30][CH2:29][CH2:28]1, predict the reaction product. The product is: [CH3:22][N:12]1[CH:13]=[C:14]([C:16]2[CH:21]=[CH:20][CH:19]=[CH:18][CH:17]=2)[N:15]=[C:11]1[CH2:10][CH2:9][NH:8][C:7]([C:6]1[N:2]([CH3:1])[N:3]=[N:4][C:5]=1[C:24]([N:27]1[CH2:30][CH2:29][CH2:28]1)=[O:26])=[O:23]. (3) Given the reactants C(OC(=O)COC1C=CC(Cl)=CC=1C#CC1C=NC=CC=1C)(C)(C)C.[C:26]([O:30][C:31](=[O:43])[CH2:32][O:33][C:34]1[CH:39]=[CH:38][C:37]([Cl:40])=[CH:36][C:35]=1[C:41]#[CH:42])([CH3:29])([CH3:28])[CH3:27].Br[C:45]1[CH:50]=[C:49]([CH2:51][O:52][CH3:53])[CH:48]=[CH:47][C:46]=1[F:54], predict the reaction product. The product is: [C:26]([O:30][C:31](=[O:43])[CH2:32][O:33][C:34]1[CH:39]=[CH:38][C:37]([Cl:40])=[CH:36][C:35]=1[C:41]#[C:42][C:45]1[CH:50]=[C:49]([CH2:51][O:52][CH3:53])[CH:48]=[CH:47][C:46]=1[F:54])([CH3:29])([CH3:28])[CH3:27].